Dataset: Full USPTO retrosynthesis dataset with 1.9M reactions from patents (1976-2016). Task: Predict the reactants needed to synthesize the given product. (1) Given the product [CH2:12]([C:11]1[O:16][C:8]([C:6]2[CH:7]=[C:2]([Cl:1])[C:3]([N:18]3[CH2:19][CH2:20][CH:21]([C:24]([O:26][CH3:32])=[O:25])[CH2:22][CH2:23]3)=[N:4][CH:5]=2)=[N:9][CH:10]=1)[CH2:13][CH2:14][CH3:15], predict the reactants needed to synthesize it. The reactants are: [Cl:1][C:2]1[C:3]([N:18]2[CH2:23][CH2:22][CH:21]([C:24]([O-:26])=[O:25])[CH2:20][CH2:19]2)=[N:4][CH:5]=[C:6]([C:8](=O)[NH:9][CH2:10][C:11](=[O:16])[CH2:12][CH2:13][CH2:14][CH3:15])[CH:7]=1.O=P(Cl)(Cl)Cl.[CH3:32]N(C=O)C. (2) Given the product [C:11]1([NH:10][C:2]2[CH:3]=[CH:4][CH:5]=[CH:6][CH:7]=2)[CH:16]=[CH:15][CH:14]=[CH:13][CH:12]=1, predict the reactants needed to synthesize it. The reactants are: C(O)(=O)[C:2]1[CH:7]=[CH:6][CH:5]=[CH:4][CH:3]=1.[NH2:10][C:11]1[CH:16]=[CH:15][CH:14]=[CH:13][CH:12]=1.C[Si](C)(C)N[Si](C)(C)C.[Li].O1CCCC1. (3) Given the product [CH2:5]([O:7][C:8](=[O:11])[CH2:9][NH:4][CH:1]1[CH2:3][CH2:2]1)[CH3:6], predict the reactants needed to synthesize it. The reactants are: [CH:1]1([NH2:4])[CH2:3][CH2:2]1.[CH2:5]([O:7][C:8](=[O:11])[CH2:9]Br)[CH3:6]. (4) Given the product [CH3:24][O:25][C:26](=[O:35])[C:27]1[CH:32]=[CH:31][C:30]([CH3:33])=[C:29]([NH:34][C:20]([C:14]2[C:15](=[O:19])[NH:16][C:17]3[C:12]([CH:13]=2)=[CH:11][N:10]=[C:9]([NH:8][CH2:7][CH:5]2[CH2:4][O:3][C:2]([CH3:1])([CH3:23])[O:6]2)[CH:18]=3)=[O:22])[CH:28]=1, predict the reactants needed to synthesize it. The reactants are: [CH3:1][C:2]1([CH3:23])[O:6][CH:5]([CH2:7][NH:8][C:9]2[CH:18]=[C:17]3[C:12]([CH:13]=[C:14]([C:20]([OH:22])=O)[C:15](=[O:19])[NH:16]3)=[CH:11][N:10]=2)[CH2:4][O:3]1.[CH3:24][O:25][C:26](=[O:35])[C:27]1[CH:32]=[CH:31][C:30]([CH3:33])=[C:29]([NH2:34])[CH:28]=1. (5) Given the product [CH3:1][CH:2]([CH3:14])[CH2:3][CH:4]([C:8]1[CH:13]=[CH:12][CH:11]=[CH:10][CH:9]=1)[CH:5]([OH:7])[CH3:6], predict the reactants needed to synthesize it. The reactants are: [CH3:1][CH:2]([CH3:14])[CH2:3][CH:4]([C:8]1[CH:13]=[CH:12][CH:11]=[CH:10][CH:9]=1)[C:5](=[O:7])[CH3:6].[BH4-].[Na+]. (6) Given the product [CH:9]1([NH:4][C:3]2[CH:5]=[CH:6][CH:7]=[CH:8][C:2]=2[I:1])[CH2:13][CH2:12][CH2:11][CH2:10]1, predict the reactants needed to synthesize it. The reactants are: [I:1][C:2]1[CH:8]=[CH:7][CH:6]=[CH:5][C:3]=1[NH2:4].[C:9]1(=O)[CH2:13][CH2:12][CH2:11][CH2:10]1.C(O)(=O)C.C(O[BH-](OC(=O)C)OC(=O)C)(=O)C.[Na+]. (7) Given the product [CH2:37]([N:3]([CH2:1][CH3:2])[CH2:4][CH2:5][CH2:6][NH:7][C:8]1[N:9]=[C:10]([C:27]2[CH:28]=[C:29]([CH:33]=[CH:34][C:35]=2[CH3:36])[C:30]([NH:76][CH2:75][CH2:74][S:73][CH2:71][CH3:72])=[O:31])[C:11]2[CH:17]=[CH:16][C:15](=[O:18])[N:14]([C:19]3[C:20]([F:26])=[CH:21][CH:22]=[CH:23][C:24]=3[F:25])[C:12]=2[N:13]=1)[CH3:38], predict the reactants needed to synthesize it. The reactants are: [CH2:1]([N:3]([CH2:37][CH3:38])[CH2:4][CH2:5][CH2:6][NH:7][C:8]1[N:9]=[C:10]([C:27]2[CH:28]=[C:29]([CH:33]=[CH:34][C:35]=2[CH3:36])[C:30](O)=[O:31])[C:11]2[CH:17]=[CH:16][C:15](=[O:18])[N:14]([C:19]3[C:24]([F:25])=[CH:23][CH:22]=[CH:21][C:20]=3[F:26])[C:12]=2[N:13]=1)[CH3:2].CN(C(ON1N=NC2C=CC=CC1=2)=[N+](C)C)C.F[P-](F)(F)(F)(F)F.C(N(CC)CC)C.Cl.[CH2:71]([S:73][CH2:74][CH2:75][NH2:76])[CH3:72].